From a dataset of Forward reaction prediction with 1.9M reactions from USPTO patents (1976-2016). Predict the product of the given reaction. (1) Given the reactants [CH2:1]([O:3][C:4]([C:6]1[N:11]=[CH:10][C:9]2[N:12]=[C:13]([C:15]3[CH:20]=[CH:19][C:18]([F:21])=[CH:17][CH:16]=3)[S:14][C:8]=2[C:7]=1[OH:22])=[O:5])[CH3:2].[Br:23]N1C(=O)CCC1=O.C(OOC(=O)C1C=CC=CC=1)(=O)C1C=CC=CC=1, predict the reaction product. The product is: [CH2:1]([O:3][C:4]([C:6]1[N:11]=[C:10]([Br:23])[C:9]2[N:12]=[C:13]([C:15]3[CH:20]=[CH:19][C:18]([F:21])=[CH:17][CH:16]=3)[S:14][C:8]=2[C:7]=1[OH:22])=[O:5])[CH3:2]. (2) Given the reactants [F:1][C:2]1[C:3]([OH:13])=[C:4]([CH:7]=[C:8]([N+:10]([O-:12])=[O:11])[CH:9]=1)[CH:5]=O.[NH2:14][CH3:15].[BH4-].[Na+].C([O-])(O)=O.[Na+].[C:23](O[C:23]([O:25][C:26]([CH3:29])([CH3:28])[CH3:27])=[O:24])([O:25][C:26]([CH3:29])([CH3:28])[CH3:27])=[O:24], predict the reaction product. The product is: [C:26]([O:25][C:23](=[O:24])[N:14]([CH2:5][C:4]1[CH:7]=[C:8]([N+:10]([O-:12])=[O:11])[CH:9]=[C:2]([F:1])[C:3]=1[OH:13])[CH3:15])([CH3:29])([CH3:28])[CH3:27]. (3) Given the reactants [Br:1][C:2]1[CH:16]=[CH:15][C:5]2[N:6]=[C:7]([NH:9][C:10]([NH:12][CH2:13][CH3:14])=[O:11])[S:8][C:4]=2[C:3]=1[OH:17].C(=O)([O-])[O-].[K+].[K+].[F:24][C:25]1[CH:32]=[CH:31][C:28]([CH2:29]Br)=[CH:27][CH:26]=1, predict the reaction product. The product is: [Br:1][C:2]1[CH:16]=[CH:15][C:5]2[N:6]=[C:7]([NH:9][C:10]([NH:12][CH2:13][CH3:14])=[O:11])[S:8][C:4]=2[C:3]=1[O:17][CH2:29][C:28]1[CH:31]=[CH:32][C:25]([F:24])=[CH:26][CH:27]=1. (4) Given the reactants [NH2:1][C:2]1[CH:3]=[C:4]([C:8]#[C:9][C:10]2[CH:11]=[N:12][C:13]([NH2:16])=[N:14][CH:15]=2)[CH:5]=[CH:6][CH:7]=1.[F:17][C:18]1[CH:23]=[CH:22][C:21]([C:24]([F:27])([F:26])[F:25])=[CH:20][C:19]=1[N:28]=[C:29]=[O:30], predict the reaction product. The product is: [NH2:16][C:13]1[N:12]=[CH:11][C:10]([C:9]#[C:8][C:4]2[CH:3]=[C:2]([NH:1][C:29]([NH:28][C:19]3[CH:20]=[C:21]([C:24]([F:25])([F:27])[F:26])[CH:22]=[CH:23][C:18]=3[F:17])=[O:30])[CH:7]=[CH:6][CH:5]=2)=[CH:15][N:14]=1. (5) Given the reactants CC1(C)[O:7][CH2:6][CH:5]([N:8]2[CH2:14][CH2:13][C:12]3[CH:15]=[CH:16][C:17]([C:19]4[N:23]=[C:22]([C:24]5[CH:25]=[C:26]([C:34]#[N:35])[C:27]([NH:30][CH2:31][CH2:32][CH3:33])=[N:28][CH:29]=5)[O:21][N:20]=4)=[CH:18][C:11]=3[CH2:10][CH2:9]2)[CH2:4][O:3]1.Cl, predict the reaction product. The product is: [OH:7][CH2:6][CH:5]([N:8]1[CH2:14][CH2:13][C:12]2[CH:15]=[CH:16][C:17]([C:19]3[N:23]=[C:22]([C:24]4[CH:25]=[C:26]([C:34]#[N:35])[C:27]([NH:30][CH2:31][CH2:32][CH3:33])=[N:28][CH:29]=4)[O:21][N:20]=3)=[CH:18][C:11]=2[CH2:10][CH2:9]1)[CH2:4][OH:3]. (6) Given the reactants [H-].[Na+].[CH3:3][CH:4]1[CH2:9][CH2:8][N:7]([C:10]([C:12]2[CH:20]=[CH:19][C:18]3[NH:17][C:16]4[CH2:21][CH2:22][N:23](C(OC(C)(C)C)=O)[CH2:24][C:15]=4[C:14]=3[CH:13]=2)=[O:11])[CH2:6][CH2:5]1.Cl[CH2:33][C:34]1[CH:35]=[N:36][O:37][C:38]=1[CH3:39], predict the reaction product. The product is: [CH3:39][C:38]1[O:37][N:36]=[CH:35][C:34]=1[CH2:33][N:17]1[C:18]2[CH:19]=[CH:20][C:12]([C:10]([N:7]3[CH2:6][CH2:5][CH:4]([CH3:3])[CH2:9][CH2:8]3)=[O:11])=[CH:13][C:14]=2[C:15]2[CH2:24][NH:23][CH2:22][CH2:21][C:16]1=2.